From a dataset of NCI-60 drug combinations with 297,098 pairs across 59 cell lines. Regression. Given two drug SMILES strings and cell line genomic features, predict the synergy score measuring deviation from expected non-interaction effect. (1) Drug 1: CC1C(C(=O)NC(C(=O)N2CCCC2C(=O)N(CC(=O)N(C(C(=O)O1)C(C)C)C)C)C(C)C)NC(=O)C3=C4C(=C(C=C3)C)OC5=C(C(=O)C(=C(C5=N4)C(=O)NC6C(OC(=O)C(N(C(=O)CN(C(=O)C7CCCN7C(=O)C(NC6=O)C(C)C)C)C)C(C)C)C)N)C. Drug 2: C1CC(=O)NC(=O)C1N2C(=O)C3=CC=CC=C3C2=O. Cell line: COLO 205. Synergy scores: CSS=14.8, Synergy_ZIP=-2.81, Synergy_Bliss=-2.38, Synergy_Loewe=-43.8, Synergy_HSA=-4.56. (2) Drug 1: CC1CC2C3CCC4=CC(=O)C=CC4(C3(C(CC2(C1(C(=O)CO)O)C)O)F)C. Cell line: SW-620. Synergy scores: CSS=-2.15, Synergy_ZIP=4.85, Synergy_Bliss=1.69, Synergy_Loewe=2.51, Synergy_HSA=0.0319. Drug 2: CC1=C(C(=CC=C1)Cl)NC(=O)C2=CN=C(S2)NC3=CC(=NC(=N3)C)N4CCN(CC4)CCO. (3) Drug 1: COC1=NC(=NC2=C1N=CN2C3C(C(C(O3)CO)O)O)N. Drug 2: C1=CC=C(C=C1)NC(=O)CCCCCCC(=O)NO. Cell line: HL-60(TB). Synergy scores: CSS=-24.6, Synergy_ZIP=10.0, Synergy_Bliss=-1.10, Synergy_Loewe=-55.4, Synergy_HSA=-27.3. (4) Drug 1: CNC(=O)C1=CC=CC=C1SC2=CC3=C(C=C2)C(=NN3)C=CC4=CC=CC=N4. Drug 2: C1=CC(=CC=C1C#N)C(C2=CC=C(C=C2)C#N)N3C=NC=N3. Cell line: A498. Synergy scores: CSS=7.92, Synergy_ZIP=-2.13, Synergy_Bliss=3.90, Synergy_Loewe=-2.29, Synergy_HSA=2.99. (5) Drug 1: CC12CCC3C(C1CCC2=O)CC(=C)C4=CC(=O)C=CC34C. Drug 2: CC1CCC2CC(C(=CC=CC=CC(CC(C(=O)C(C(C(=CC(C(=O)CC(OC(=O)C3CCCCN3C(=O)C(=O)C1(O2)O)C(C)CC4CCC(C(C4)OC)OCCO)C)C)O)OC)C)C)C)OC. Cell line: SW-620. Synergy scores: CSS=38.9, Synergy_ZIP=-3.15, Synergy_Bliss=-2.66, Synergy_Loewe=-5.54, Synergy_HSA=-1.98. (6) Drug 1: C1=NC2=C(N=C(N=C2N1C3C(C(C(O3)CO)O)O)F)N. Drug 2: C1=NNC2=C1C(=O)NC=N2. Cell line: SK-MEL-28. Synergy scores: CSS=1.05, Synergy_ZIP=-1.33, Synergy_Bliss=-1.68, Synergy_Loewe=-4.40, Synergy_HSA=-3.42. (7) Drug 1: CC1=C(C=C(C=C1)NC2=NC=CC(=N2)N(C)C3=CC4=NN(C(=C4C=C3)C)C)S(=O)(=O)N.Cl. Drug 2: C1=CN(C(=O)N=C1N)C2C(C(C(O2)CO)O)O.Cl. Cell line: RPMI-8226. Synergy scores: CSS=4.16, Synergy_ZIP=1.78, Synergy_Bliss=5.82, Synergy_Loewe=-7.16, Synergy_HSA=-1.23. (8) Synergy scores: CSS=56.2, Synergy_ZIP=2.69, Synergy_Bliss=1.97, Synergy_Loewe=3.20, Synergy_HSA=3.91. Drug 2: CC1=C(N=C(N=C1N)C(CC(=O)N)NCC(C(=O)N)N)C(=O)NC(C(C2=CN=CN2)OC3C(C(C(C(O3)CO)O)O)OC4C(C(C(C(O4)CO)O)OC(=O)N)O)C(=O)NC(C)C(C(C)C(=O)NC(C(C)O)C(=O)NCCC5=NC(=CS5)C6=NC(=CS6)C(=O)NCCC[S+](C)C)O. Cell line: SNB-19. Drug 1: C1=CC(=C2C(=C1NCCNCCO)C(=O)C3=C(C=CC(=C3C2=O)O)O)NCCNCCO.